Task: Predict the reactants needed to synthesize the given product.. Dataset: Full USPTO retrosynthesis dataset with 1.9M reactions from patents (1976-2016) (1) The reactants are: Cl[C:2]1[N:7]([CH2:8][C:9]2[CH:14]=[CH:13][C:12]([O:15][CH3:16])=[CH:11][CH:10]=2)[C:6](=[O:17])[N:5]([CH3:18])[C:4](=[O:19])[CH:3]=1.CC(O)C.O.[NH2:25][NH2:26].C(OC(C)C)(=O)C. Given the product [NH:25]([C:2]1[N:7]([CH2:8][C:9]2[CH:14]=[CH:13][C:12]([O:15][CH3:16])=[CH:11][CH:10]=2)[C:6](=[O:17])[N:5]([CH3:18])[C:4](=[O:19])[CH:3]=1)[NH2:26], predict the reactants needed to synthesize it. (2) Given the product [F:1][C:2]1[CH:3]=[C:4]2[C:13](=[CH:14][CH:15]=1)[C:12]1[CH:11]=[CH:10][CH:9]=[CH:8][C:7]=1[N:6]([S:25]([C:22]1[CH:21]=[CH:20][C:19]([O:18][CH3:17])=[CH:24][CH:23]=1)(=[O:27])=[O:26])[C@H:5]2[CH3:16], predict the reactants needed to synthesize it. The reactants are: [F:1][C:2]1[CH:15]=[CH:14][C:13]2[C:4](=[C:5]([CH3:16])[N:6]=[C:7]3[C:12]=2[CH:11]=[CH:10][CH:9]=[CH:8]3)[CH:3]=1.[CH3:17][O:18][C:19]1[CH:24]=[CH:23][C:22]([S:25](Cl)(=[O:27])=[O:26])=[CH:21][CH:20]=1.B.CSC.B1(C)OC(C2C=CC=CC=2)(C2C=CC=CC=2)[C@@H]2N1CCC2.[OH-].[Na+]. (3) Given the product [Cl:11][C:12]1[N:13]=[N:14][C:15]([O:3][CH2:4][CH2:5][N:6]2[CH2:10][CH2:9][CH2:8][CH2:7]2)=[CH:16][CH:17]=1, predict the reactants needed to synthesize it. The reactants are: [H-].[Na+].[OH:3][CH2:4][CH2:5][N:6]1[CH2:10][CH2:9][CH2:8][CH2:7]1.[Cl:11][C:12]1[N:13]=[N:14][C:15](Cl)=[CH:16][CH:17]=1.O. (4) Given the product [NH2:1][C:2]1[CH:7]=[CH:6][C:5]([NH:8][S:20]([CH3:19])(=[O:22])=[O:21])=[CH:4][C:3]=1[S:9]([NH2:12])(=[O:10])=[O:11], predict the reactants needed to synthesize it. The reactants are: [NH2:1][C:2]1[CH:7]=[CH:6][C:5]([NH2:8])=[CH:4][C:3]=1[S:9]([NH2:12])(=[O:11])=[O:10].N1C=CC=CC=1.[CH3:19][S:20](Cl)(=[O:22])=[O:21]. (5) Given the product [F:1][C:2]([F:13])([F:14])[C:3]1[CH:4]=[CH:5][C:6]([CH2:9][CH2:10][OH:11])=[CH:7][CH:8]=1, predict the reactants needed to synthesize it. The reactants are: [F:1][C:2]([F:14])([F:13])[C:3]1[CH:8]=[CH:7][C:6]([CH2:9][C:10](O)=[O:11])=[CH:5][CH:4]=1.[H-].[Al+3].[Li+].[H-].[H-].[H-].Cl. (6) Given the product [C:27]([O:31][C:32]([N:34]1[CH2:39][CH2:38][N:37]([CH:40]2[CH2:45][CH2:44][N:43]([C:20](=[O:21])[NH:13][C:5]3[CH:6]=[C:7]([O:8][C:9]([F:11])([F:12])[F:10])[C:2]([Br:1])=[CH:3][C:4]=3[Cl:14])[CH2:42][CH2:41]2)[C@@H:36]([CH3:46])[CH2:35]1)=[O:33])([CH3:30])([CH3:28])[CH3:29], predict the reactants needed to synthesize it. The reactants are: [Br:1][C:2]1[C:7]([O:8][C:9]([F:12])([F:11])[F:10])=[CH:6][C:5]([NH2:13])=[C:4]([Cl:14])[CH:3]=1.C1N=CN([C:20](N2C=NC=C2)=[O:21])C=1.[C:27]([O:31][C:32]([N:34]1[CH2:39][CH2:38][N:37]([CH:40]2[CH2:45][CH2:44][NH:43][CH2:42][CH2:41]2)[C@@H:36]([CH3:46])[CH2:35]1)=[O:33])([CH3:30])([CH3:29])[CH3:28]. (7) Given the product [F:20][C:17]([F:18])([F:19])[O:16][CH2:15][CH2:14][N:11]1[CH2:12][CH2:13][NH:8][CH2:9][CH2:10]1, predict the reactants needed to synthesize it. The reactants are: C([N:8]1[CH2:13][CH2:12][N:11]([CH2:14][CH2:15][O:16][C:17]([F:20])([F:19])[F:18])[CH2:10][CH2:9]1)C1C=CC=CC=1. (8) Given the product [CH2:1]([NH:3][C:4](=[O:40])[O:5][C@:6]1([C@:30]2([CH3:31])[C@H:16]([C@H:17]3[C@:27]([F:37])([C@@H:28]([OH:32])[CH2:29]2)[C@:25]2([CH3:26])[C:20](=[CH:21][C:22](=[O:38])[CH:23]=[CH:24]2)[CH2:19][CH2:18]3)[CH2:15][C@@H:14]1[CH3:39])[C:7](=[O:13])[CH2:8][OH:9])[CH3:2], predict the reactants needed to synthesize it. The reactants are: [CH2:1]([NH:3][C:4](=[O:40])[O:5][C@:6]1([C@:30]2([CH3:31])[C@H:16]([C@H:17]3[C@:27]([F:37])([C@@H:28]([O:32][Si](C)(C)C)[CH2:29]2)[C@:25]2([CH3:26])[C:20](=[CH:21][C:22](=[O:38])[CH:23]=[CH:24]2)[CH2:19][CH2:18]3)[CH2:15][C@@H:14]1[CH3:39])[C:7](=[O:13])[CH2:8][O:9]C(=O)C)[CH3:2].Cl. (9) The reactants are: Br[C:2]1[CH:10]=[CH:9][C:5]([C:6]([OH:8])=O)=[CH:4][CH:3]=1.[NH2:11][CH2:12][CH2:13][OH:14].CN(C(ON1N=NC2C=CC=NC1=2)=[N+](C)C)C.F[P-](F)(F)(F)(F)F.CCN(C(C)C)C(C)C. Given the product [OH:14][CH2:13][CH2:12][NH:11][C:6](=[O:8])[C:5]1[CH:4]=[CH:3][CH:2]=[CH:10][CH:9]=1, predict the reactants needed to synthesize it.